From a dataset of Reaction yield outcomes from USPTO patents with 853,638 reactions. Predict the reaction yield, written as a fraction of the theoretical maximum amount of product (1.0 means a 100% yield; for example, 0.34 means a 34% yield). (1) The reactants are C(O[C:7]12[CH2:16][CH:11]3[CH2:12][CH:13]([CH2:15][C:9](O)([CH2:10]3)[CH2:8]1)[CH2:14]2)(=O)C(C)=C.[C:18]([O:23]C1CCOC1=O)(=[O:22])[C:19]([CH3:21])=[CH2:20].N(C(C)(C)C#N)=N[C:32](C)(C)[C:33]#N.N(C(C)(CC(C)C)C#N)=NC(C)(CC(C)C)C#N. The catalyst is CO.O.C(C(C)=O)C(C)C. The product is [C:18]([O:23][C:16]1([CH2:32][CH3:33])[CH:7]2[CH2:8][CH:9]3[CH2:15][CH:13]([CH2:12][CH:11]1[CH2:10]3)[CH2:14]2)(=[O:22])[C:19]([CH3:21])=[CH2:20]. The yield is 0.650. (2) The reactants are [CH2:1]([N:8]([CH2:13][C:14]([OH:16])=O)[CH2:9][C:10]([OH:12])=O)[C:2]1[CH:7]=[CH:6][CH:5]=[CH:4][CH:3]=1.C(N1C=CN=C1)(N1C=CN=C1)=O.[CH2:29]([NH2:32])[C:30]#[CH:31]. The catalyst is C1COCC1. The product is [CH2:1]([N:8]1[CH2:9][C:10](=[O:12])[N:32]([CH2:29][C:30]#[CH:31])[C:14](=[O:16])[CH2:13]1)[C:2]1[CH:3]=[CH:4][CH:5]=[CH:6][CH:7]=1. The yield is 0.620. (3) The reactants are C([O:5][C:6]([CH:8]1[CH:12]([C:13]2[CH:18]=[CH:17][CH:16]=[C:15]([Br:19])[C:14]=2[F:20])[C:11]([C:23]2[CH:28]=[CH:27][C:26]([Cl:29])=[CH:25][C:24]=2[F:30])([C:21]#[N:22])[CH:10]([CH2:31][C:32]([CH3:35])([CH3:34])[CH3:33])[NH:9]1)=[O:7])(C)(C)C.[F:36][C:37]([F:42])([F:41])[C:38]([OH:40])=[O:39]. The catalyst is ClCCl. The product is [F:36][C:37]([F:42])([F:41])[C:38]([OH:40])=[O:39].[Br:19][C:15]1[C:14]([F:20])=[C:13]([CH:12]2[C:11]([C:23]3[CH:28]=[CH:27][C:26]([Cl:29])=[CH:25][C:24]=3[F:30])([C:21]#[N:22])[CH:10]([CH2:31][C:32]([CH3:34])([CH3:35])[CH3:33])[NH:9][CH:8]2[C:6]([OH:7])=[O:5])[CH:18]=[CH:17][CH:16]=1. The yield is 0.950. (4) The reactants are C(OC(NCCC(O)=O)=O)(C)(C)C.[B-](F)(F)(F)F.CCO[C:22]([C:24]([C:34]#[N:35])=NOC(N(C)C)=[N+](C)C)=[O:23].[CH3:36][C:37]1[CH:46]=[C:45]([NH2:47])[C:44]2[C:39](=[CH:40][CH:41]=[C:42]([NH2:48])[CH:43]=2)[N:38]=1.C(N1CCOCC1)C. The catalyst is CN(C=O)C. The product is [NH2:35][CH2:34][CH2:24][C:22]([NH:48][C:42]1[CH:43]=[C:44]2[C:39](=[CH:40][CH:41]=1)[N:38]=[C:37]([CH3:36])[CH:46]=[C:45]2[NH2:47])=[O:23]. The yield is 0.760. (5) The reactants are [NH:1]1[C:9]2[C:4](=[CH:5][CH:6]=[CH:7][CH:8]=2)[C:3]([C:10]([O:12][CH2:13][CH3:14])=[O:11])=[N:2]1.[N+:15]([O-])([OH:17])=[O:16]. The catalyst is S(=O)(=O)(O)O. The product is [N+:15]([C:6]1[CH:5]=[C:4]2[C:9](=[CH:8][CH:7]=1)[NH:1][N:2]=[C:3]2[C:10]([O:12][CH2:13][CH3:14])=[O:11])([O-:17])=[O:16]. The yield is 0.530.